Dataset: Reaction yield outcomes from USPTO patents with 853,638 reactions. Task: Predict the reaction yield, written as a fraction of the theoretical maximum amount of product (1.0 means a 100% yield; for example, 0.34 means a 34% yield). (1) The reactants are Cl[C:2]1[CH:10]=[CH:9][C:8]([N:11]2[CH2:16][CH2:15][N:14]([C@@H:17]([C:19]3[CH:24]=[CH:23][CH:22]=[CH:21][CH:20]=3)[CH3:18])[CH2:13][CH2:12]2)=[C:7]2[C:3]=1[C:4](=[O:37])[N:5]([CH2:26][C:27]1[CH:32]=[CH:31][C:30]([O:33][CH3:34])=[C:29]([O:35][CH3:36])[CH:28]=1)[C:6]2=[O:25].C([O-])(=O)C.[Na+].[CH3:43][S:44]([CH:47]=[CH2:48])(=[O:46])=[O:45]. The catalyst is CC(C)([P](C(C)(C)C)([Pd][P](C(C)(C)C)(C(C)(C)C)C(C)(C)C)C(C)(C)C)C.CC(N(C)C)=O. The product is [CH3:36][O:35][C:29]1[CH:28]=[C:27]([CH:32]=[CH:31][C:30]=1[O:33][CH3:34])[CH2:26][N:5]1[C:4](=[O:37])[C:3]2[C:7](=[C:8]([N:11]3[CH2:12][CH2:13][N:14]([C@@H:17]([C:19]4[CH:24]=[CH:23][CH:22]=[CH:21][CH:20]=4)[CH3:18])[CH2:15][CH2:16]3)[CH:9]=[CH:10][C:2]=2[CH:48]=[CH:47][S:44]([CH3:43])(=[O:46])=[O:45])[C:6]1=[O:25]. The yield is 0.190. (2) The reactants are Br[C:2]1[CH:3]=[C:4]2[CH2:8][NH:7][C:6](=[O:9])[N:5]2[CH:10]=1.[C:11]([NH:15][C:16]1[C:25]([CH3:26])=[N:24][C:23]2[C:18](=[C:19](B3OC(C)(C)C(C)(C)O3)[CH:20]=[CH:21][CH:22]=2)[N:17]=1)([CH3:14])([CH3:13])[CH3:12].[O-]P([O-])([O-])=O.[K+].[K+].[K+].CC(C1C=C(C(C)C)C(C2C=CC=CC=2P(C2CCCCC2)C2CCCCC2)=C(C(C)C)C=1)C. The catalyst is O1CCOCC1.O.C1C=CC(/C=C/C(/C=C/C2C=CC=CC=2)=O)=CC=1.C1C=CC(/C=C/C(/C=C/C2C=CC=CC=2)=O)=CC=1.C1C=CC(/C=C/C(/C=C/C2C=CC=CC=2)=O)=CC=1.[Pd].[Pd]. The product is [C:11]([NH:15][C:16]1[C:25]([CH3:26])=[N:24][C:23]2[C:18]([N:17]=1)=[C:19]([C:2]1[CH:3]=[C:4]3[CH2:8][NH:7][C:6](=[O:9])[N:5]3[CH:10]=1)[CH:20]=[CH:21][CH:22]=2)([CH3:14])([CH3:13])[CH3:12]. The yield is 0.560.